Predict the reaction yield, written as a fraction of the theoretical maximum amount of product (1.0 means a 100% yield; for example, 0.34 means a 34% yield). From a dataset of Reaction yield outcomes from USPTO patents with 853,638 reactions. The reactants are FC(F)(F)C(OC1C(OC(=O)C(F)(F)F)=C(I)C=CC=1)=O.[CH3:22][C:23]([CH3:37])([O:25][C:26]([NH:28][C@H:29]([C:34]([OH:36])=[O:35])[CH2:30]C(=O)N)=[O:27])[CH3:24].[N:38]1C=CC=CC=1.C(=O)([O-])O.[Na+].[CH:49]1[C:61]2[CH:60]([CH2:62][O:63][C:64](ON3C(=O)CCC3=O)=[O:65])[C:59]3[C:54](=[CH:55][CH:56]=[CH:57][CH:58]=3)[C:53]=2[CH:52]=[CH:51][CH:50]=1. The catalyst is CN(C)C=O.O. The product is [CH3:37][C:23]([CH3:22])([O:25][C:26]([NH:28][C@H:29]([C:34]([OH:36])=[O:35])[CH2:30][NH:38][C:64]([O:63][CH2:62][CH:60]1[C:61]2[CH:49]=[CH:50][CH:51]=[CH:52][C:53]=2[C:54]2[C:59]1=[CH:58][CH:57]=[CH:56][CH:55]=2)=[O:65])=[O:27])[CH3:24]. The yield is 0.880.